From a dataset of Full USPTO retrosynthesis dataset with 1.9M reactions from patents (1976-2016). Predict the reactants needed to synthesize the given product. (1) Given the product [NH2:13][C:8]1[CH:7]=[C:6]2[C:11]([CH:12]=[C:3]([CH2:2][OH:1])[CH:4]=[N:5]2)=[CH:10][CH:9]=1, predict the reactants needed to synthesize it. The reactants are: [OH:1][CH2:2][C:3]1[CH:4]=[N:5][C:6]2[C:11]([CH:12]=1)=[CH:10][CH:9]=[C:8]([NH:13]C(=O)OCC1C=CC=CC=1)[CH:7]=2. (2) Given the product [OH:18][CH:19]1[CH2:24][CH2:23][N:22]([C:7]([C:6]2[CH:10]=[C:11]([S:14]([CH3:17])(=[O:16])=[O:15])[CH:12]=[CH:13][C:5]=2[O:4][CH:1]([CH3:2])[CH3:3])=[O:9])[CH2:21][CH2:20]1, predict the reactants needed to synthesize it. The reactants are: [CH:1]([O:4][C:5]1[CH:13]=[CH:12][C:11]([S:14]([CH3:17])(=[O:16])=[O:15])=[CH:10][C:6]=1[C:7]([OH:9])=O)([CH3:3])[CH3:2].[OH:18][CH:19]1[CH2:24][CH2:23][NH:22][CH2:21][CH2:20]1. (3) Given the product [Cl:1][C:2]1[CH:3]=[C:4]([F:31])[C:5]([C:25]2[N:29]=[C:28]([CH3:30])[O:27][N:26]=2)=[C:6]([C:8]2[CH:9]=[C:10]3[C:14](=[C:15]([F:17])[CH:16]=2)[CH:13]([NH:18][C:19]([C:21]2([NH:24][C:39]([C:37]4[O:36][N:35]=[C:34]([O:33][CH3:32])[CH:38]=4)=[O:40])[CH2:23][CH2:22]2)=[O:20])[CH2:12][CH2:11]3)[CH:7]=1, predict the reactants needed to synthesize it. The reactants are: [Cl:1][C:2]1[CH:3]=[C:4]([F:31])[C:5]([C:25]2[N:29]=[C:28]([CH3:30])[O:27][N:26]=2)=[C:6]([C:8]2[CH:9]=[C:10]3[C:14](=[C:15]([F:17])[CH:16]=2)[CH:13]([NH:18][C:19]([C:21]2([NH2:24])[CH2:23][CH2:22]2)=[O:20])[CH2:12][CH2:11]3)[CH:7]=1.[CH3:32][O:33][C:34]1[CH:38]=[C:37]([C:39](O)=[O:40])[O:36][N:35]=1. (4) Given the product [F:71][C:68]1[CH:69]=[N:70][C:63]2[N:62]([C:72]3[CH:73]=[C:74]([C:89]4[CH:90]=[CH:91][C:92]([CH2:93][CH:94]5[CH2:95][CH2:96][N:97]([C:100]([O:102][C:103]([CH3:106])([CH3:105])[CH3:104])=[O:101])[CH2:98][CH2:99]5)=[CH:107][CH:108]=4)[CH:75]=[CH:76][CH:77]=3)[C:61](=[O:87])[N:60]([C@H:57]3[CH2:58][CH2:59][C@@H:54]([NH:53][C:51]([C:49]4[N:50]=[C:45]5[CH:44]=[CH:43][C:42]([F:41])=[CH:47][N:46]5[CH:48]=4)=[O:52])[CH2:55][CH2:56]3)[C:65](=[O:66])[C:64]=2[CH:67]=1, predict the reactants needed to synthesize it. The reactants are: C1(P(C2CCCCC2)C2C=CC=CC=2C2C(CCC)=CC(CCC)=CC=2CCC)CCCCC1.C(=O)([O-])[O-].[K+].[K+].[F:41][C:42]1[CH:43]=[CH:44][C:45]2[N:46]([CH:48]=[C:49]([C:51]([NH:53][C@H:54]3[CH2:59][CH2:58][C@@H:57]([N:60]4[C:65](=[O:66])[C:64]5[CH:67]=[C:68]([F:71])[CH:69]=[N:70][C:63]=5[N:62]([C:72]5[CH:77]=[CH:76][CH:75]=[C:74](B6OC(C)(C)C(C)(C)O6)[CH:73]=5)[C:61]4=[O:87])[CH2:56][CH2:55]3)=[O:52])[N:50]=2)[CH:47]=1.Br[C:89]1[CH:108]=[CH:107][C:92]([CH2:93][CH:94]2[CH2:99][CH2:98][N:97]([C:100]([O:102][C:103]([CH3:106])([CH3:105])[CH3:104])=[O:101])[CH2:96][CH2:95]2)=[CH:91][CH:90]=1. (5) The reactants are: [Cl:1][C:2]1[C:7]([C:8]([O:10]C)=[O:9])=[CH:6][N:5]=[C:4]([Cl:12])[CH:3]=1.CO.[OH-].[Na+].Cl. Given the product [Cl:1][C:2]1[C:7]([C:8]([OH:10])=[O:9])=[CH:6][N:5]=[C:4]([Cl:12])[CH:3]=1, predict the reactants needed to synthesize it. (6) Given the product [F:30][C:2]([F:1])([F:31])[C:3]1[CH:29]=[CH:28][CH:27]=[CH:26][C:4]=1[O:5][CH:6]1[CH2:11][CH2:10][N:9]([C:12]2[N:17]=[CH:16][C:15]([N:18]3[CH:22]=[C:21]([CH2:23][CH:24]=[O:25])[N:20]=[N:19]3)=[CH:14][N:13]=2)[CH2:8][CH2:7]1, predict the reactants needed to synthesize it. The reactants are: [F:1][C:2]([F:31])([F:30])[C:3]1[CH:29]=[CH:28][CH:27]=[CH:26][C:4]=1[O:5][CH:6]1[CH2:11][CH2:10][N:9]([C:12]2[N:17]=[CH:16][C:15]([N:18]3[CH:22]=[C:21]([CH2:23][CH2:24][OH:25])[N:20]=[N:19]3)=[CH:14][N:13]=2)[CH2:8][CH2:7]1.CC(OI1(OC(C)=O)(OC(C)=O)OC(=O)C2C=CC=CC1=2)=O. (7) The reactants are: [CH3:1][C:2]1([CH3:14])[CH:7]=[CH:6][N:5]([C:8]2[CH:13]=[CH:12][CH:11]=[CH:10][CH:9]=2)[CH2:4][CH2:3]1.C(N(CC)CC)C.[Br:22][C:23]1[CH:31]=[CH:30][C:26]([C:27](Cl)=[O:28])=[CH:25][CH:24]=1. Given the product [Br:22][C:23]1[CH:31]=[CH:30][C:26]([C:27]([C:7]2[C:2]([CH3:14])([CH3:1])[CH2:3][CH2:4][N:5]([C:8]3[CH:13]=[CH:12][CH:11]=[CH:10][CH:9]=3)[CH:6]=2)=[O:28])=[CH:25][CH:24]=1, predict the reactants needed to synthesize it.